Predict the product of the given reaction. From a dataset of Forward reaction prediction with 1.9M reactions from USPTO patents (1976-2016). (1) The product is: [C:35]1([OH:36])[C:29]2[C:31](=[CH:43][CH:42]=[CH:27][CH:28]=2)[CH:32]=[CH:33][CH:34]=1. Given the reactants C1C(N)=CC=C(N)C=1.C[C:28]1[C:27]([CH2:42][CH2:43]C(O)=O)=C(CC2N[C:29](/[CH:31]=[C:32]3/[C:33](C=C)=[C:34](C)[C:35](N/3)=[O:36])=[C:28](C)[C:27]=2[CH2:42][CH2:43]C(O)=O)N[C:29]=1/[CH:31]=[C:32]1/[C:33](C)=[C:34](C=C)[C:35](N/1)=[O:36], predict the reaction product. (2) Given the reactants [N:1]([CH2:4][C:5]1[CH:10]=[CH:9][C:8]([N:11]2[CH2:16][CH2:15][CH2:14][CH2:13][CH2:12]2)=[CH:7][CH:6]=1)=[C:2]=[O:3].[CH3:17][N:18]1[C:26]2[CH:25]=[CH:24][CH:23]=[C:22]([NH2:27])[C:21]=2[CH:20]=[N:19]1.N1C2C=CC=C(N)C=2C=N1, predict the reaction product. The product is: [CH3:17][N:18]1[C:26]2[C:21](=[C:22]([NH:27][C:2]([NH:1][CH2:4][C:5]3[CH:10]=[CH:9][C:8]([N:11]4[CH2:16][CH2:15][CH2:14][CH2:13][CH2:12]4)=[CH:7][CH:6]=3)=[O:3])[CH:23]=[CH:24][CH:25]=2)[CH:20]=[N:19]1. (3) Given the reactants [CH3:1][O:2][C:3]([CH:5]1[CH2:10][CH2:9][CH2:8][NH:7][NH:6]1)=[O:4].[CH3:11][S:12][C:13]1[N:18]=[C:17]([C:19](Cl)=[O:20])[CH:16]=[CH:15][N:14]=1.C(N(CC)CC)C.Cl, predict the reaction product. The product is: [CH3:1][O:2][C:3]([CH:5]1[CH2:10][CH2:9][CH2:8][N:7]([C:19]([C:17]2[CH:16]=[CH:15][N:14]=[C:13]([S:12][CH3:11])[N:18]=2)=[O:20])[NH:6]1)=[O:4]. (4) The product is: [Cl:1][C:2]1[CH:7]=[CH:6][C:5]([C@H:8]2[C:12]3[N:13]([CH:24]([CH3:26])[CH3:25])[C:14]([C:16]4[C:17]([O:22][CH3:23])=[N:18][CH:19]=[CH:20][CH:21]=4)=[N:15][C:11]=3[C:10](=[O:27])[N:9]2[C:28]2[CH:29]=[C:30]([CH3:38])[C:31]3[N:35]=[N:34][N:33]([CH3:36])[C:32]=3[CH:37]=2)=[CH:4][CH:3]=1. Given the reactants [Cl:1][C:2]1[CH:7]=[CH:6][C:5]([CH:8]2[C:12]3[N:13]([CH:24]([CH3:26])[CH3:25])[C:14]([C:16]4[C:17]([O:22][CH3:23])=[N:18][CH:19]=[CH:20][CH:21]=4)=[N:15][C:11]=3[C:10](=[O:27])[N:9]2[C:28]2[CH:29]=[C:30]([CH3:38])[C:31]3[N:35]=[N:34][N:33]([CH3:36])[C:32]=3[CH:37]=2)=[CH:4][CH:3]=1, predict the reaction product. (5) Given the reactants [Cl:1][C:2]1[CH:7]=[CH:6][C:5]([NH:8][C:9](=[O:23])[C:10]2[CH:15]=[CH:14][C:13]([N:16]3[CH2:21][CH2:20][NH:19][CH2:18][C:17]3=[O:22])=[CH:12][CH:11]=2)=[CH:4][C:3]=1[C:24]1[CH:29]=[CH:28][CH:27]=[CH:26][N:25]=1.C=O.[C:32](O[BH-](OC(=O)C)OC(=O)C)(=O)C.[Na+].CC(O)=O, predict the reaction product. The product is: [Cl:1][C:2]1[CH:7]=[CH:6][C:5]([NH:8][C:9](=[O:23])[C:10]2[CH:15]=[CH:14][C:13]([N:16]3[CH2:21][CH2:20][N:19]([CH3:32])[CH2:18][C:17]3=[O:22])=[CH:12][CH:11]=2)=[CH:4][C:3]=1[C:24]1[CH:29]=[CH:28][CH:27]=[CH:26][N:25]=1. (6) Given the reactants [C:1](Cl)(=[O:3])[CH3:2].[CH2:5]([OH:10])[C:6]([CH3:9])([CH3:8])[CH3:7].CN1C=CN=C1, predict the reaction product. The product is: [C:1]([O:10][CH2:5][C:6]([CH3:9])([CH3:8])[CH3:7])(=[O:3])[CH3:2]. (7) Given the reactants [CH3:1][C:2]([CH3:15])([CH2:7][O:8][CH:9]1[CH2:14][CH2:13][NH:12][CH2:11][CH2:10]1)[C:3]([O:5][CH3:6])=[O:4].[F:16][C:17]1[CH:18]=[CH:19][C:20]2[N:24]=[C:23]([C:25]3[CH:26]=[N:27][C:28](F)=[CH:29][CH:30]=3)[NH:22][C:21]=2[CH:32]=1.C(=O)(O)[O-].[Na+].O, predict the reaction product. The product is: [F:16][C:17]1[CH:18]=[CH:19][C:20]2[NH:24][C:23]([C:25]3[CH:30]=[CH:29][C:28]([N:12]4[CH2:13][CH2:14][CH:9]([O:8][CH2:7][C:2]([CH3:15])([CH3:1])[C:3]([O:5][CH3:6])=[O:4])[CH2:10][CH2:11]4)=[N:27][CH:26]=3)=[N:22][C:21]=2[CH:32]=1.